Task: Predict the product of the given reaction.. Dataset: Forward reaction prediction with 1.9M reactions from USPTO patents (1976-2016) Given the reactants [CH2:1]([N:8]1[C:12]([CH2:13][CH2:14][S:15][CH3:16])=[CH:11][C:10]([C:17]([OH:19])=O)=[C:9]1[CH:20]([CH3:22])[CH3:21])[C:2]1[CH:7]=[CH:6][CH:5]=[CH:4][CH:3]=1.[CH2:23]([N:30]1[C:34]([CH:35]([CH3:37])[CH3:36])=[CH:33][C:32]([C:38]([OH:40])=O)=[C:31]1[CH2:41][CH2:42][S:43][CH3:44])[C:24]1[CH:29]=[CH:28][CH:27]=[CH:26][CH:25]=1.CCN=C=NCCCN(C)C.[F:56][C:57]1[CH:58]=[C:59]([CH:62]=[CH:63][C:64]=1[F:65])[CH2:60][NH2:61], predict the reaction product. The product is: [F:56][C:57]1[CH:58]=[C:59]([CH:62]=[CH:63][C:64]=1[F:65])[CH2:60][NH:61][C:17]([C:10]1[CH:11]=[C:12]([CH2:13][CH2:14][S:15][CH3:16])[N:8]([CH2:1][C:2]2[CH:3]=[CH:4][CH:5]=[CH:6][CH:7]=2)[C:9]=1[CH:20]([CH3:22])[CH3:21])=[O:19].[F:56][C:57]1[CH:58]=[C:59]([CH:62]=[CH:63][C:64]=1[F:65])[CH2:60][NH:61][C:38]([C:32]1[CH:33]=[C:34]([CH:35]([CH3:36])[CH3:37])[N:30]([CH2:23][C:24]2[CH:25]=[CH:26][CH:27]=[CH:28][CH:29]=2)[C:31]=1[CH2:41][CH2:42][S:43][CH3:44])=[O:40].